From a dataset of Forward reaction prediction with 1.9M reactions from USPTO patents (1976-2016). Predict the product of the given reaction. (1) Given the reactants [Cl:1][C:2]1[CH:3]=[CH:4][CH:5]=[C:6]2[C:11]=1[N:10]=[C:9]([C:12]1[CH:17]=[CH:16][CH:15]=[CH:14][C:13]=1[Cl:18])[C:8]([CH2:19][NH2:20])=[CH:7]2.[NH2:21][C:22]1[N:30]=[C:29]2[C:25]([NH:26][CH:27]=[N:28]2)=[C:24](Cl)[N:23]=1.C(N(CC)C(C)C)(C)C, predict the reaction product. The product is: [Cl:1][C:2]1[CH:3]=[CH:4][CH:5]=[C:6]2[C:11]=1[N:10]=[C:9]([C:12]1[CH:17]=[CH:16][CH:15]=[CH:14][C:13]=1[Cl:18])[C:8]([CH2:19][NH:20][C:24]1[N:23]=[C:22]([NH2:21])[N:30]=[C:29]3[C:25]=1[N:26]=[CH:27][NH:28]3)=[CH:7]2. (2) Given the reactants Cl.C([N:9]1[CH2:14][CH:13]2[C@:11]([OH:15])([CH2:12]2)[C@@H:10]1[C:16]1[CH:21]=[CH:20][CH:19]=[CH:18][CH:17]=1)C1C=CC=CC=1, predict the reaction product. The product is: [C:16]1([C@@H:10]2[NH:9][CH2:14][CH:13]3[C@:11]2([OH:15])[CH2:12]3)[CH:17]=[CH:18][CH:19]=[CH:20][CH:21]=1. (3) The product is: [CH:8]1([CH2:14]/[CH:15]=[CH:16]/[C:17]2[CH:29]=[CH:28][C:20]([C:21]([OH:23])=[O:22])=[C:19]([NH:30][C:31]3[CH:36]=[CH:35][C:34]([F:37])=[CH:33][CH:32]=3)[CH:18]=2)[CH2:13][CH2:12][CH2:11][CH2:10][CH2:9]1. Given the reactants FC(F)(F)C(O)=O.[CH:8]1([CH2:14]/[CH:15]=[CH:16]/[C:17]2[CH:29]=[CH:28][C:20]([C:21]([O:23]C(C)(C)C)=[O:22])=[C:19]([NH:30][C:31]3[CH:36]=[CH:35][C:34]([F:37])=[CH:33][CH:32]=3)[CH:18]=2)[CH2:13][CH2:12][CH2:11][CH2:10][CH2:9]1, predict the reaction product.